From a dataset of Full USPTO retrosynthesis dataset with 1.9M reactions from patents (1976-2016). Predict the reactants needed to synthesize the given product. (1) Given the product [CH3:25][C:23]1[CH:24]=[C:19]([CH:20]=[C:21]([CH3:26])[CH:22]=1)[C:18]([N:10]([C@H:11]([CH2:16][CH3:17])[C:12]([CH3:15])([CH3:13])[CH3:14])[NH:9][C:7]([C:6]1[CH:28]=[CH:29][C:30]([B:31]([OH:35])[OH:32])=[C:4]([CH:3]=[O:2])[CH:5]=1)=[O:8])=[O:27], predict the reactants needed to synthesize it. The reactants are: C[O:2][CH:3](OC)[C:4]1[CH:5]=[C:6]([CH:28]=[CH:29][C:30]=1[B:31]1[O:35]C(C)(C)C(C)(C)[O:32]1)[C:7]([NH:9][N:10]([C:18](=[O:27])[C:19]1[CH:24]=[C:23]([CH3:25])[CH:22]=[C:21]([CH3:26])[CH:20]=1)[C@H:11]([CH2:16][CH3:17])[C:12]([CH3:15])([CH3:14])[CH3:13])=[O:8].C1(C)C(S([O-])(=O)=O)=CC=CC=1.[NH+]1C=CC=CC=1. (2) Given the product [ClH:37].[ClH:37].[NH:19]1[C:20]2[CH:34]=[CH:33][CH:32]=[CH:31][C:21]=2[N:22]=[C:18]1[O:17][C:14]1[CH:15]=[CH:16][C:11]([N:4]2[C:5]3=[N:6][CH:7]=[CH:8][CH:9]=[C:10]3[C:2]([CH3:1])([CH3:36])[C:3]2=[O:35])=[CH:12][CH:13]=1, predict the reactants needed to synthesize it. The reactants are: [CH3:1][C:2]1([CH3:36])[C:10]2[C:5](=[N:6][CH:7]=[CH:8][CH:9]=2)[N:4]([C:11]2[CH:16]=[CH:15][C:14]([O:17][C:18]3[N:22](COCC[Si](C)(C)C)[C:21]4[CH:31]=[CH:32][CH:33]=[CH:34][C:20]=4[N:19]=3)=[CH:13][CH:12]=2)[C:3]1=[O:35].[ClH:37].